This data is from Reaction yield outcomes from USPTO patents with 853,638 reactions. The task is: Predict the reaction yield, written as a fraction of the theoretical maximum amount of product (1.0 means a 100% yield; for example, 0.34 means a 34% yield). (1) The reactants are CO[C:3]([C:5]1[NH:6][N:7]=[C:8]([O:10][CH2:11][C:12]2[C:13]([CH2:18][CH2:19][CH2:20][CH3:21])=[N:14][O:15][C:16]=2[CH3:17])[CH:9]=1)=[O:4].[NH2:22][CH:23]([CH2:26][OH:27])[CH2:24][OH:25]. No catalyst specified. The product is [OH:25][CH2:24][CH:23]([NH:22][C:3]([C:5]1[NH:6][N:7]=[C:8]([O:10][CH2:11][C:12]2[C:13]([CH2:18][CH2:19][CH2:20][CH3:21])=[N:14][O:15][C:16]=2[CH3:17])[CH:9]=1)=[O:4])[CH2:26][OH:27]. The yield is 0.100. (2) The reactants are [CH3:1][C:2]([C:16]1[O:20][N:19]=[C:18]([NH:21][C:22](=[O:37])[C:23]([CH3:36])([S:25]([CH2:28][CH2:29][CH:30]2[CH2:35][CH2:34][O:33][CH2:32][CH2:31]2)(=[O:27])=[O:26])[CH3:24])[CH:17]=1)([CH3:15])[CH2:3][O:4][Si](C(C)C)(C(C)C)C(C)C.[F-].C([N+](CCCC)(CCCC)CCCC)CCC. The yield is 0.340. The catalyst is C1COCC1.[NH4+].[Cl-]. The product is [OH:4][CH2:3][C:2]([C:16]1[O:20][N:19]=[C:18]([NH:21][C:22](=[O:37])[C:23]([CH3:24])([S:25]([CH2:28][CH2:29][CH:30]2[CH2:35][CH2:34][O:33][CH2:32][CH2:31]2)(=[O:27])=[O:26])[CH3:36])[CH:17]=1)([CH3:15])[CH3:1]. (3) The reactants are [Br-].[F:2][C:3]1[CH:8]=[CH:7][C:6]([S+:9]([C:16]2[CH:21]=[CH:20][CH:19]=[CH:18][CH:17]=2)[C:10]2[CH:15]=[CH:14][CH:13]=[CH:12][CH:11]=2)=[CH:5][CH:4]=1.[F:22][C:23]([F:39])([S:35]([O-:38])(=[O:37])=[O:36])[CH:24]([O:29][C:30](=[O:34])[C:31]([CH3:33])=[CH2:32])[C:25]([F:28])([F:27])[F:26].C([N+](C)(C)C)C1C=CC=CC=1. The catalyst is ClCCl. The product is [F:39][C:23]([F:22])([S:35]([O-:38])(=[O:36])=[O:37])[CH:24]([O:29][C:30](=[O:34])[C:31]([CH3:33])=[CH2:32])[C:25]([F:26])([F:28])[F:27].[F:2][C:3]1[CH:8]=[CH:7][C:6]([S+:9]([C:16]2[CH:17]=[CH:18][CH:19]=[CH:20][CH:21]=2)[C:10]2[CH:15]=[CH:14][CH:13]=[CH:12][CH:11]=2)=[CH:5][CH:4]=1. The yield is 0.950. (4) The reactants are FC(F)(F)C(O)=O.[O:8]1[C:12]2[CH:13]=[CH:14][CH:15]=[CH:16][C:11]=2[CH:10]=[C:9]1[C:17]([NH:19][C:20]1[S:21][CH:22]=[C:23]([C:32]2[N:36]([CH3:37])[N:35]=[C:34]([C:38]([F:41])([F:40])[F:39])[CH:33]=2)[C:24]=1[C:25]([O:27]C(C)(C)C)=[O:26])=[O:18]. The catalyst is ClCCl. The product is [O:8]1[C:12]2[CH:13]=[CH:14][CH:15]=[CH:16][C:11]=2[CH:10]=[C:9]1[C:17]([NH:19][C:20]1[S:21][CH:22]=[C:23]([C:32]2[N:36]([CH3:37])[N:35]=[C:34]([C:38]([F:39])([F:40])[F:41])[CH:33]=2)[C:24]=1[C:25]([OH:27])=[O:26])=[O:18]. The yield is 0.180. (5) The reactants are [CH3:1][N:2]1[C:6](B2OC(C)(C)C(C)(C)O2)=[CH:5][CH:4]=[N:3]1.Br[C:17]1[CH:23]=[CH:22][C:20]([NH2:21])=[C:19]([Cl:24])[CH:18]=1. The catalyst is COCCOC.CO. The product is [Cl:24][C:19]1[CH:18]=[C:17]([C:6]2[N:2]([CH3:1])[N:3]=[CH:4][CH:5]=2)[CH:23]=[CH:22][C:20]=1[NH2:21]. The yield is 0.740. (6) The reactants are [NH2:1][C:2]1[CH:3]=[N:4][CH:5]=[CH:6][CH:7]=1.N1C=CC=CC=1.Cl[C:15]([O:17][C:18]1[CH:23]=[CH:22][CH:21]=[CH:20][CH:19]=1)=[O:16]. The catalyst is C1COCC1. The product is [N:4]1[CH:5]=[CH:6][CH:7]=[C:2]([NH:1][C:15](=[O:16])[O:17][C:18]2[CH:23]=[CH:22][CH:21]=[CH:20][CH:19]=2)[CH:3]=1. The yield is 0.880. (7) The reactants are [CH2:1]([S:3]([CH2:6][CH2:7][O:8][C:9]1[CH:14]=[C:13]([CH3:15])[C:12]([C:16]2[CH:21]=[CH:20][CH:19]=[C:18]([CH2:22][O:23][C:24]3[CH:29]=[CH:28][C:27]([CH2:30][CH2:31][C:32]([O:34]C(C)(C)C)=[O:33])=[CH:26][CH:25]=3)[CH:17]=2)=[C:11]([CH3:39])[CH:10]=1)(=[O:5])=[O:4])[CH3:2].FC(F)(F)C(O)=O. The catalyst is C1(C)C=CC=CC=1. The product is [CH2:1]([S:3]([CH2:6][CH2:7][O:8][C:9]1[CH:14]=[C:13]([CH3:15])[C:12]([C:16]2[CH:21]=[CH:20][CH:19]=[C:18]([CH2:22][O:23][C:24]3[CH:29]=[CH:28][C:27]([CH2:30][CH2:31][C:32]([OH:34])=[O:33])=[CH:26][CH:25]=3)[CH:17]=2)=[C:11]([CH3:39])[CH:10]=1)(=[O:5])=[O:4])[CH3:2]. The yield is 0.720. (8) The reactants are [C:1]1([CH2:7][O:8][C:9]2[CH:14]=[CH:13][CH:12]=[CH:11][C:10]=2[CH2:15][CH2:16][OH:17])[CH:6]=[CH:5][CH:4]=[CH:3][CH:2]=1.C(N(CC)CC)C.[CH3:25][S:26](Cl)(=[O:28])=[O:27]. The catalyst is C(Cl)Cl. The product is [CH3:25][S:26]([O:17][CH2:16][CH2:15][C:10]1[CH:11]=[CH:12][CH:13]=[CH:14][C:9]=1[O:8][CH2:7][C:1]1[CH:2]=[CH:3][CH:4]=[CH:5][CH:6]=1)(=[O:28])=[O:27]. The yield is 0.810. (9) The reactants are [CH3:1][O:2][C:3]1[CH:8]=[CH:7][N:6]=[C:5]([NH2:9])[N:4]=1.[N+:10]([C:12]1[CH:21]=[CH:20][C:15]2[O:16][CH2:17][CH2:18][O:19][C:14]=2[CH:13]=1)#[C-:11].[Cl:22][C:23]1[CH:30]=[CH:29][CH:28]=[C:27]([F:31])[C:24]=1[CH:25]=O.[Cl-].[In+3].[Cl-].[Cl-]. The catalyst is C1(C)C=CC=CC=1. The product is [Cl:22][C:23]1[CH:30]=[CH:29][CH:28]=[C:27]([F:31])[C:24]=1[C:25]1[N:9]=[C:5]2[N:6]=[CH:7][CH:8]=[C:3]([O:2][CH3:1])[N:4]2[C:11]=1[NH:10][C:12]1[CH:21]=[CH:20][C:15]2[O:16][CH2:17][CH2:18][O:19][C:14]=2[CH:13]=1. The yield is 0.0900. (10) The product is [F:13][C:4]1[CH:3]=[C:2]([B:19]2[O:23][C:22]([CH3:25])([CH3:24])[C:21]([CH3:27])([CH3:26])[O:20]2)[C:7]([F:8])=[CH:6][C:5]=1[Si:9]([CH3:12])([CH3:11])[CH3:10]. The yield is 0.850. The reactants are Br[C:2]1[C:7]([F:8])=[CH:6][C:5]([Si:9]([CH3:12])([CH3:11])[CH3:10])=[C:4]([F:13])[CH:3]=1.C([O-])(=O)C.[K+].[B:19]1([B:19]2[O:23][C:22]([CH3:25])([CH3:24])[C:21]([CH3:27])([CH3:26])[O:20]2)[O:23][C:22]([CH3:25])([CH3:24])[C:21]([CH3:27])([CH3:26])[O:20]1.O. The catalyst is CS(C)=O.